Predict the reactants needed to synthesize the given product. From a dataset of Full USPTO retrosynthesis dataset with 1.9M reactions from patents (1976-2016). (1) Given the product [CH3:1][S:2]([C:5]1[CH:6]=[C:7]2[C:13]3([CH2:17][CH2:16][N:15]([C:18]([O:20][C:21]([CH3:24])([CH3:23])[CH3:22])=[O:19])[CH2:14]3)[CH2:12][NH:11][C:8]2=[CH:9][CH:10]=1)(=[O:3])=[O:4], predict the reactants needed to synthesize it. The reactants are: [CH3:1][S:2]([C:5]1[CH:6]=[C:7]2[C:13]3([CH2:17][CH2:16][N:15]([C:18]([O:20][C:21]([CH3:24])([CH3:23])[CH3:22])=[O:19])[CH2:14]3)[CH2:12][N:11](C(OCC[Si](C)(C)C)=O)[C:8]2=[CH:9][CH:10]=1)(=[O:4])=[O:3].[F-].C([N+](CCCC)(CCCC)CCCC)CCC.O. (2) Given the product [Br:1][C:2]1[CH:7]=[C:6]([CH2:8][O:9][S:21]([CH3:20])(=[O:23])=[O:22])[CH:5]=[C:4]([CH3:10])[N:3]=1, predict the reactants needed to synthesize it. The reactants are: [Br:1][C:2]1[CH:7]=[C:6]([CH2:8][OH:9])[CH:5]=[C:4]([CH3:10])[N:3]=1.CCN(C(C)C)C(C)C.[CH3:20][S:21](Cl)(=[O:23])=[O:22]. (3) Given the product [N:40]1([CH:2]([CH3:32])[C:3]([NH:5][C:6]2[CH:7]=[C:8]([NH:17][C:18]([C:20]3[CH:25]=[CH:24][C:23]([C:26]4[CH:31]=[CH:30][CH:29]=[CH:28][CH:27]=4)=[CH:22][CH:21]=3)=[O:19])[CH:9]=[CH:10][C:11]=2[O:12][C:13]([F:16])([F:15])[F:14])=[O:4])[CH2:45][CH2:44][O:43][CH2:42][CH2:41]1, predict the reactants needed to synthesize it. The reactants are: Cl[CH:2]([CH3:32])[C:3]([NH:5][C:6]1[CH:7]=[C:8]([NH:17][C:18]([C:20]2[CH:25]=[CH:24][C:23]([C:26]3[CH:31]=[CH:30][CH:29]=[CH:28][CH:27]=3)=[CH:22][CH:21]=2)=[O:19])[CH:9]=[CH:10][C:11]=1[O:12][C:13]([F:16])([F:15])[F:14])=[O:4].C(N(CC)CC)C.[NH:40]1[CH2:45][CH2:44][O:43][CH2:42][CH2:41]1.[I-].[K+]. (4) Given the product [CH3:27][O:28][C:29]1[CH:34]=[CH:33][C:32]([NH:35][C:24](=[O:26])[CH2:23][CH2:22][N:12]2[C:13]3[CH:14]=[CH:15][CH:16]=[CH:17][C:18]=3[C:19]3[CH2:20][CH2:21][N:8]([C:6]([O:5][C:1]([CH3:4])([CH3:3])[CH3:2])=[O:7])[CH2:9][CH2:10][C:11]2=3)=[CH:31][CH:30]=1, predict the reactants needed to synthesize it. The reactants are: [C:1]([O:5][C:6]([N:8]1[CH2:21][CH2:20][C:19]2[C:18]3[CH:17]=[CH:16][CH:15]=[CH:14][C:13]=3[N:12]([CH2:22][CH2:23][C:24]([OH:26])=O)[C:11]=2[CH2:10][CH2:9]1)=[O:7])([CH3:4])([CH3:3])[CH3:2].[CH3:27][O:28][C:29]1[CH:34]=[CH:33][C:32]([NH2:35])=[CH:31][CH:30]=1.CN(C1C=CC=CN=1)C.C(N=C=NC(C)C)(C)C. (5) Given the product [C:3]([O:7][C:8]([NH:10][C@@H:11]1[CH2:19][C:18]2[C:13](=[CH:14][CH:15]=[CH:16][CH:17]=2)[C@H:12]1[CH2:20][C:21]([O:23][CH3:24])=[O:22])=[O:9])([CH3:6])([CH3:5])[CH3:4], predict the reactants needed to synthesize it. The reactants are: [Cl-].[Na+].[C:3]([O:7][C:8]([NH:10][C@@H:11]1[CH2:19][C:18]2[C:13](=[CH:14][CH:15]=[CH:16][CH:17]=2)[C@H:12]1[CH:20](C(OC)=O)[C:21]([O:23][CH3:24])=[O:22])=[O:9])([CH3:6])([CH3:5])[CH3:4]. (6) Given the product [C:17]1([S:23]([N:26]2[C:30]3=[N:31][CH:32]=[C:33]([N+:36]([O-:38])=[O:37])[C:34]([NH:8][C@H:9]4[CH2:14][CH2:13][C@H:12]([C:15]#[N:16])[CH2:11][CH2:10]4)=[C:29]3[CH:28]=[CH:27]2)(=[O:24])=[O:25])[CH:18]=[CH:19][CH:20]=[CH:21][CH:22]=1, predict the reactants needed to synthesize it. The reactants are: FC(F)(F)C(O)=O.[NH2:8][C@H:9]1[CH2:14][CH2:13][C@H:12]([C:15]#[N:16])[CH2:11][CH2:10]1.[C:17]1([S:23]([N:26]2[C:30]3=[N:31][CH:32]=[C:33]([N+:36]([O-:38])=[O:37])[C:34](Cl)=[C:29]3[CH:28]=[CH:27]2)(=[O:25])=[O:24])[CH:22]=[CH:21][CH:20]=[CH:19][CH:18]=1.C(N(C(C)C)CC)(C)C. (7) The reactants are: Br[CH2:2][C:3]1[C:12]2[C:7](=[CH:8][C:9]([O:13][CH3:14])=[CH:10][CH:11]=2)[O:6][C:5](=[O:15])[CH:4]=1.Cl.[OH-:17].[Na+]. Given the product [CH3:14][O:13][C:9]1[CH:10]=[CH:11][C:12]2[C:3]([CH2:4][C:5]([OH:15])=[O:17])=[CH:2][O:6][C:7]=2[CH:8]=1, predict the reactants needed to synthesize it. (8) Given the product [CH2:21]([O:20][C:18](=[O:19])[C@@H:17]([O:16][CH2:14][CH3:15])[CH2:23][C:24]1[CH:25]=[CH:26][C:27]([O:30][CH2:58]/[CH:57]=[C:56](/[C:53]2[CH:54]=[CH:55][C:50]([C:47]3[CH:48]=[CH:49][C:44](/[C:42](/[CH3:43])=[CH:41]/[CH2:40][O:39][CH2:38][Si:31]([C:34]([CH3:37])([CH3:36])[CH3:35])([CH3:33])[CH3:32])=[CH:45][CH:46]=3)=[CH:51][CH:52]=2)\[CH3:60])=[CH:28][CH:29]=1)[CH3:22], predict the reactants needed to synthesize it. The reactants are: C(P(CCCC)CCCC)CCC.[CH2:14]([O:16][C@@H:17]([CH2:23][C:24]1[CH:29]=[CH:28][C:27]([OH:30])=[CH:26][CH:25]=1)[C:18]([O:20][CH2:21][CH3:22])=[O:19])[CH3:15].[Si:31]([CH2:38][O:39][CH2:40]/[CH:41]=[C:42](/[C:44]1[CH:49]=[CH:48][C:47]([C:50]2[CH:55]=[CH:54][C:53](/[C:56](/[CH3:60])=[CH:57]/[CH2:58]O)=[CH:52][CH:51]=2)=[CH:46][CH:45]=1)\[CH3:43])([C:34]([CH3:37])([CH3:36])[CH3:35])([CH3:33])[CH3:32]. (9) Given the product [C:2]([C:6]1[CH:7]=[CH:8][C:9]([N:12]2[CH2:13][CH2:14][N:15]([CH2:18][CH:19]([CH3:23])[C:20]([N:58]3[CH2:63][CH2:62][CH:61]([NH:64][C:65]4[CH:72]=[CH:71][C:68]([C:69]#[N:70])=[C:67]([C:73]([F:74])([F:75])[F:76])[CH:66]=4)[CH2:60][CH2:59]3)=[O:22])[CH2:16][CH2:17]2)=[CH:10][CH:11]=1)([CH3:5])([CH3:3])[CH3:4], predict the reactants needed to synthesize it. The reactants are: [Li+].[C:2]([C:6]1[CH:11]=[CH:10][C:9]([N:12]2[CH2:17][CH2:16][N:15]([CH2:18][CH:19]([CH3:23])[C:20]([O-:22])=O)[CH2:14][CH2:13]2)=[CH:8][CH:7]=1)([CH3:5])([CH3:4])[CH3:3].F[P-](F)(F)(F)(F)F.CN(C)C(ON1C2C=CC=CC=2N=N1)=[N+](C)C.C(N(C(C)C)CC)(C)C.Cl.[NH:58]1[CH2:63][CH2:62][CH:61]([NH:64][C:65]2[CH:72]=[CH:71][C:68]([C:69]#[N:70])=[C:67]([C:73]([F:76])([F:75])[F:74])[CH:66]=2)[CH2:60][CH2:59]1.[O-2].[Al+3].[O-2].[O-2].[Al+3].